From a dataset of Full USPTO retrosynthesis dataset with 1.9M reactions from patents (1976-2016). Predict the reactants needed to synthesize the given product. Given the product [N:1]1([CH2:6][CH2:7][N:9]2[C:18]3[C:13](=[CH:14][CH:15]=[C:16]([N+:19]([O-:21])=[O:20])[CH:17]=3)[CH2:12][CH2:11][CH2:10]2)[CH:5]=[CH:4][N:3]=[CH:2]1, predict the reactants needed to synthesize it. The reactants are: [N:1]1([CH2:6][C:7]([N:9]2[C:18]3[C:13](=[CH:14][CH:15]=[C:16]([N+:19]([O-:21])=[O:20])[CH:17]=3)[CH2:12][CH2:11][CH2:10]2)=O)[CH:5]=[CH:4][N:3]=[CH:2]1.Cl.[OH-].[Na+].